Dataset: Reaction yield outcomes from USPTO patents with 853,638 reactions. Task: Predict the reaction yield, written as a fraction of the theoretical maximum amount of product (1.0 means a 100% yield; for example, 0.34 means a 34% yield). The reactants are [NH2:1][C:2]1([C:5]([O:7][CH2:8][CH3:9])=[O:6])[CH2:4][CH2:3]1.C(N(C(C)C)CC)(C)C.[Cl:19][C:20]1[CH:28]=[CH:27][C:23]([C:24](Cl)=[O:25])=[CH:22][CH:21]=1. The catalyst is ClCCl. The product is [Cl:19][C:20]1[CH:28]=[CH:27][C:23]([C:24]([NH:1][C:2]2([C:5]([O:7][CH2:8][CH3:9])=[O:6])[CH2:4][CH2:3]2)=[O:25])=[CH:22][CH:21]=1. The yield is 0.980.